From a dataset of Forward reaction prediction with 1.9M reactions from USPTO patents (1976-2016). Predict the product of the given reaction. Given the reactants C(OC([N:8]1[CH2:13][CH:12]=[C:11]([C:14]2[NH:15][C:16]([C:20]3[CH:25]=[CH:24][C:23]([C:26]([F:29])([F:28])[F:27])=[CH:22][CH:21]=3)=[C:17]([Cl:19])[N:18]=2)[CH2:10][CH2:9]1)=O)(C)(C)C.C(O)(C(F)(F)F)=O, predict the reaction product. The product is: [Cl:19][C:17]1[N:18]=[C:14]([C:11]2[CH2:12][CH2:13][NH:8][CH2:9][CH:10]=2)[NH:15][C:16]=1[C:20]1[CH:25]=[CH:24][C:23]([C:26]([F:27])([F:28])[F:29])=[CH:22][CH:21]=1.